From a dataset of Full USPTO retrosynthesis dataset with 1.9M reactions from patents (1976-2016). Predict the reactants needed to synthesize the given product. (1) The reactants are: ClC1C(Cl)=CC=CC=1N1[CH2:14][CH2:13][N:12]([CH2:15][CH2:16][CH2:17][CH2:18][O:19][C:20]2[CH:29]=[CH:28][C:27]3[C:22](=[C:23]([OH:30])[CH:24]=[CH:25][CH:26]=3)[N:21]=2)[CH2:11][CH2:10]1.[S:31]1[C:39]2CCNCC=2[CH:33]=[CH:32]1. Given the product [S:31]1[C:39]2[CH2:10][CH2:11][N:12]([CH2:15][CH2:16][CH2:17][CH2:18][O:19][C:20]3[CH:29]=[CH:28][C:27]4[C:22](=[C:23]([OH:30])[CH:24]=[CH:25][CH:26]=4)[N:21]=3)[CH2:13][C:14]=2[CH:33]=[CH:32]1, predict the reactants needed to synthesize it. (2) Given the product [CH3:23][C:20]1[O:19][C:18]([CH2:17][NH:16][C:7]2[CH:6]=[C:5]([NH2:4])[C:14]3[C:9](=[CH:10][CH:11]=[C:12]([NH:31][CH2:30][C:26]4[CH:25]=[N:24][CH:29]=[CH:28][CH:27]=4)[CH:13]=3)[N:8]=2)=[CH:22][CH:21]=1, predict the reactants needed to synthesize it. The reactants are: C([NH:4][C:5]1[C:14]2[C:9](=[CH:10][CH:11]=[C:12](Cl)[CH:13]=2)[N:8]=[C:7]([NH:16][CH2:17][C:18]2[O:19][C:20]([CH3:23])=[CH:21][CH:22]=2)[CH:6]=1)C=C.[N:24]1[CH:29]=[CH:28][CH:27]=[C:26]([CH2:30][NH2:31])[CH:25]=1.